This data is from Full USPTO retrosynthesis dataset with 1.9M reactions from patents (1976-2016). The task is: Predict the reactants needed to synthesize the given product. (1) Given the product [C:12]([N:15]1[CH2:20][CH2:19][N:18]([C:3]2[CH:4]=[CH:5][C:6]([N+:8]([O-:10])=[O:9])=[CH:7][C:2]=2[Cl:1])[CH2:17][CH2:16]1)(=[O:14])[CH3:13], predict the reactants needed to synthesize it. The reactants are: [Cl:1][C:2]1[CH:7]=[C:6]([N+:8]([O-:10])=[O:9])[CH:5]=[CH:4][C:3]=1F.[C:12]([N:15]1[CH2:20][CH2:19][NH:18][CH2:17][CH2:16]1)(=[O:14])[CH3:13]. (2) Given the product [F:1][C:2]1[CH:3]=[CH:4][C:5]([N:8]2[C:12]([CH:13]([CH3:14])[CH3:15])=[C:11]([NH:16][C:28](=[O:29])[CH:27]([N:19]3[CH:20]=[C:21]([C:23]([F:24])([F:25])[F:26])[N:22]=[C:18]3[CH3:17])[CH2:31][CH3:32])[CH:10]=[N:9]2)=[CH:6][CH:7]=1, predict the reactants needed to synthesize it. The reactants are: [F:1][C:2]1[CH:7]=[CH:6][C:5]([N:8]2[C:12]([CH:13]([CH3:15])[CH3:14])=[C:11]([NH2:16])[CH:10]=[N:9]2)=[CH:4][CH:3]=1.[CH3:17][C:18]1[N:19]([CH:27]([CH2:31][CH3:32])[C:28](O)=[O:29])[CH:20]=[C:21]([C:23]([F:26])([F:25])[F:24])[N:22]=1.C(N(C(C)C)CC)(C)C.CN(C(ON1N=NC2C=CC=NC1=2)=[N+](C)C)C.F[P-](F)(F)(F)(F)F. (3) Given the product [Cl:11][C:12]1[C:13]([C:20]([CH3:24])([CH3:23])[C:21]#[N:22])=[N:14][CH:15]=[C:16]([CH:18]=[O:19])[CH:17]=1, predict the reactants needed to synthesize it. The reactants are: C(Cl)(=O)C(Cl)=O.CS(C)=O.[Cl:11][C:12]1[C:13]([C:20]([CH3:24])([CH3:23])[C:21]#[N:22])=[N:14][CH:15]=[C:16]([CH2:18][OH:19])[CH:17]=1.C(N(CC)CC)C. (4) Given the product [CH3:39][C:38]1[S:37][CH:36]=[N:35][C:34]=1[CH2:33][NH:32][C:10]1[C:11]2[C:16](=[CH:15][C:14]([NH:17][C:18]([C:20]3[S:21][C:22]([C:25]4[CH:30]=[CH:29][C:28]([Cl:31])=[CH:27][CH:26]=4)=[CH:23][CH:24]=3)=[O:19])=[CH:13][CH:12]=2)[NH:8][N:9]=1, predict the reactants needed to synthesize it. The reactants are: C(OC([N:8]1[C:16]2[C:11](=[CH:12][CH:13]=[C:14]([NH:17][C:18]([C:20]3[S:21][C:22]([C:25]4[CH:30]=[CH:29][C:28]([Cl:31])=[CH:27][CH:26]=4)=[CH:23][CH:24]=3)=[O:19])[CH:15]=2)[C:10]([N:32](C(OC(C)(C)C)=O)[CH2:33][C:34]2[N:35]=[CH:36][S:37][C:38]=2[CH3:39])=[N:9]1)=O)(C)(C)C.C(O)(C(F)(F)F)=O. (5) Given the product [OH:40][CH2:39][C@H:38]([NH:37][C:32](=[O:33])[C:31]1[CH:30]=[CH:29][C:28]([S:27][CH2:26][C:16]2[C:17]3[CH2:18][CH2:19][CH2:20][C:21](=[O:25])[C:22]=3[CH:23]=[CH:24][C:15]=2[O:14][C@@H:7]([C:8]2[CH:13]=[CH:12][CH:11]=[CH:10][CH:9]=2)[CH2:6][N:1]2[CH:5]=[CH:4][N:3]=[CH:2]2)=[CH:36][CH:35]=1)[CH2:41][CH3:42], predict the reactants needed to synthesize it. The reactants are: [N:1]1([CH2:6][C@@H:7]([O:14][C:15]2[CH:24]=[CH:23][C:22]3[C:21](=[O:25])[CH2:20][CH2:19][CH2:18][C:17]=3[C:16]=2[CH2:26][S:27][C:28]2[CH:36]=[CH:35][C:31]([C:32](O)=[O:33])=[CH:30][CH:29]=2)[C:8]2[CH:13]=[CH:12][CH:11]=[CH:10][CH:9]=2)[CH:5]=[CH:4][N:3]=[CH:2]1.[NH2:37][C@H:38]([CH2:41][CH3:42])[CH2:39][OH:40]. (6) Given the product [OH:3][NH:2][C:27](=[O:28])[CH:26]=[CH:25][C:22]1[CH:23]=[CH:24][C:19]([S:16](=[O:18])(=[O:17])[NH:15][C:9]2[CH:14]=[CH:13][CH:12]=[CH:11][CH:10]=2)=[CH:20][CH:21]=1, predict the reactants needed to synthesize it. The reactants are: Cl.[NH2:2][OH:3].C([O-])(O)=O.[Na+].[C:9]1([NH:15][S:16]([C:19]2[CH:24]=[CH:23][C:22]([CH:25]=[CH:26][C:27](Cl)=[O:28])=[CH:21][CH:20]=2)(=[O:18])=[O:17])[CH:14]=[CH:13][CH:12]=[CH:11][CH:10]=1. (7) Given the product [Cl:1][C:2]1[C:9]([CH3:10])=[C:8]([C:11]2[CH:15]=[CH:14][N:13]([CH2:25][C@@H:24]([NH:26][C:27](=[O:28])[O:29][C:30]([CH3:31])([CH3:33])[CH3:32])[CH3:23])[N:12]=2)[CH:7]=[CH:6][C:3]=1[C:4]#[N:5], predict the reactants needed to synthesize it. The reactants are: [Cl:1][C:2]1[C:9]([CH3:10])=[C:8]([C:11]2[CH:15]=[CH:14][NH:13][N:12]=2)[CH:7]=[CH:6][C:3]=1[C:4]#[N:5].[OH-].[Na+].CS(O[CH2:23][C@@H:24]([NH:26][C:27]([O:29][C:30]([CH3:33])([CH3:32])[CH3:31])=[O:28])[CH3:25])(=O)=O. (8) Given the product [CH3:1][C:2]1[CH:11]=[CH:10][C:9]2[C:4](=[CH:5][CH:6]=[CH:7][C:8]=2[N:12]2[CH2:13][CH2:14][N:15]([CH2:18][CH2:19][C:20]3[CH:21]=[C:22]([NH:23][C:27](=[O:34])[C:28]4[CH:33]=[CH:32][CH:31]=[CH:30][CH:29]=4)[CH:24]=[CH:25][CH:26]=3)[CH2:16][CH2:17]2)[N:3]=1, predict the reactants needed to synthesize it. The reactants are: [CH3:1][C:2]1[CH:11]=[CH:10][C:9]2[C:4](=[CH:5][CH:6]=[CH:7][C:8]=2[N:12]2[CH2:17][CH2:16][N:15]([CH2:18][CH2:19][C:20]3[CH:21]=[C:22]([CH:24]=[CH:25][CH:26]=3)[NH2:23])[CH2:14][CH2:13]2)[N:3]=1.[C:27](Cl)(=[O:34])[C:28]1[CH:33]=[CH:32][CH:31]=[CH:30][CH:29]=1.